The task is: Predict the product of the given reaction.. This data is from Forward reaction prediction with 1.9M reactions from USPTO patents (1976-2016). (1) The product is: [Br:1][C:2]1[C:3]([O:13][CH3:14])=[C:4]([NH2:10])[CH:5]=[C:6]([O:8][CH3:9])[CH:7]=1. Given the reactants [Br:1][C:2]1[CH:7]=[C:6]([O:8][CH3:9])[CH:5]=[C:4]([N+:10]([O-])=O)[C:3]=1[O:13][CH3:14].CC(O)=O, predict the reaction product. (2) Given the reactants Cl[CH2:2][CH2:3][CH2:4][O:5][C:6]1[CH:11]=[CH:10][C:9]([C:12]2[CH:17]=[CH:16][C:15]([C:18]([N:20]3[CH2:25][CH2:24][CH:23]([CH3:26])[CH2:22][CH2:21]3)=[O:19])=[CH:14][CH:13]=2)=[CH:8][CH:7]=1.Cl.[CH3:28][C@@H:29]1[CH2:33][CH2:32][C@@H:31]([CH3:34])[NH:30]1, predict the reaction product. The product is: [CH3:28][C@@H:29]1[CH2:33][CH2:32][C@@H:31]([CH3:34])[N:30]1[CH2:2][CH2:3][CH2:4][O:5][C:6]1[CH:11]=[CH:10][C:9]([C:12]2[CH:17]=[CH:16][C:15]([C:18]([N:20]3[CH2:25][CH2:24][CH:23]([CH3:26])[CH2:22][CH2:21]3)=[O:19])=[CH:14][CH:13]=2)=[CH:8][CH:7]=1. (3) Given the reactants CCC([O-])(C)C.[Na+].[C:8]([O:14][C:15]([CH3:18])([CH3:17])[CH3:16])(=[O:13])[CH2:9][C:10]([CH3:12])=[O:11].[F:19][C:20]1[CH:25]=[CH:24][C:23]([N+:26]([O-:28])=[O:27])=[C:22](F)[C:21]=1[F:30].S(=O)(=O)(O)O, predict the reaction product. The product is: [F:30][C:21]1[C:20]([F:19])=[CH:25][CH:24]=[C:23]([N+:26]([O-:28])=[O:27])[C:22]=1[CH:9]([C:10](=[O:11])[CH3:12])[C:8]([O:14][C:15]([CH3:18])([CH3:17])[CH3:16])=[O:13]. (4) Given the reactants [CH2:1]([O:3][C:4](=[O:18])[CH:5]([O:15][CH2:16][CH3:17])[C:6]1[CH:11]=[CH:10][C:9]([O:12][CH3:13])=[CH:8][C:7]=1[F:14])[CH3:2].[OH-].[Na+], predict the reaction product. The product is: [CH2:1]([O:3][C:4](=[O:18])[C@H:5]([O:15][CH2:16][CH3:17])[C:6]1[CH:11]=[CH:10][C:9]([O:12][CH3:13])=[CH:8][C:7]=1[F:14])[CH3:2]. (5) Given the reactants [I-].[CH3:2][S+](C)(C)=O.[K].[C:8]([C:11]1[CH:16]=[CH:15][C:14]([S:17]([CH3:20])(=[O:19])=[O:18])=[CH:13][C:12]=1[C:21]([N:23]1[CH2:28][CH2:27][N:26]([C:29]2[CH:34]=[CH:33][C:32]([C:35]([F:38])([F:37])[F:36])=[CH:31][CH:30]=2)[CH2:25][CH2:24]1)=[O:22])([CH3:10])=[CH2:9].O, predict the reaction product. The product is: [CH3:20][S:17]([C:14]1[CH:15]=[CH:16][C:11]([C:8]2([CH3:2])[CH2:10][CH2:9]2)=[C:12]([C:21]([N:23]2[CH2:24][CH2:25][N:26]([C:29]3[CH:30]=[CH:31][C:32]([C:35]([F:38])([F:37])[F:36])=[CH:33][CH:34]=3)[CH2:27][CH2:28]2)=[O:22])[CH:13]=1)(=[O:19])=[O:18]. (6) Given the reactants [NH2:1][C:2]1[S:3][C:4]2[CH:10]=[C:9]([N+:11]([O-:13])=[O:12])[CH:8]=[CH:7][C:5]=2[N:6]=1.Cl[C:15]1[C:24]2[C:19](=[CH:20][C:21]([O:27][CH3:28])=[C:22]([O:25][CH3:26])[CH:23]=2)[N:18]=[CH:17][N:16]=1, predict the reaction product. The product is: [CH3:26][O:25][C:22]1[CH:23]=[C:24]2[C:19](=[CH:20][C:21]=1[O:27][CH3:28])[N:18]=[CH:17][N:16]=[C:15]2[NH:1][C:2]1[S:3][C:4]2[CH:10]=[C:9]([N+:11]([O-:13])=[O:12])[CH:8]=[CH:7][C:5]=2[N:6]=1.